From a dataset of Forward reaction prediction with 1.9M reactions from USPTO patents (1976-2016). Predict the product of the given reaction. (1) Given the reactants [N:1]1[CH:6]=[CH:5][CH:4]=[CH:3][C:2]=1[C:7]([OH:9])=O.[CH3:10][O:11][C:12](=[O:20])[CH2:13][C:14]1[N:15]=[C:16]([NH2:19])[S:17][CH:18]=1.O, predict the reaction product. The product is: [CH3:10][O:11][C:12](=[O:20])[CH2:13][C:14]1[N:15]=[C:16]([NH:19][C:7]([C:2]2[CH:3]=[CH:4][CH:5]=[CH:6][N:1]=2)=[O:9])[S:17][CH:18]=1. (2) Given the reactants [NH:1]1[CH2:6][CH2:5][CH:4]([C:7]([NH2:9])=[O:8])[CH2:3][CH2:2]1.[OH-].[Na+].Br[CH2:13][CH2:14][CH2:15][Cl:16], predict the reaction product. The product is: [Cl:16][CH2:15][CH2:14][CH2:13][N:1]1[CH2:6][CH2:5][CH:4]([C:7]([NH2:9])=[O:8])[CH2:3][CH2:2]1. (3) Given the reactants [C:1]1([CH2:7][N:8]2[C:17](=O)[C:16](=O)[N:15]3[C@@H:10]([CH2:11][O:12][CH2:13][CH2:14]3)[CH2:9]2)[CH:6]=[CH:5][CH:4]=[CH:3][CH:2]=1.[H-].[H-].[H-].[H-].[Li+].[Al+3], predict the reaction product. The product is: [C:1]1([CH2:7][N:8]2[CH2:17][CH2:16][N:15]3[C@@H:10]([CH2:11][O:12][CH2:13][CH2:14]3)[CH2:9]2)[CH:2]=[CH:3][CH:4]=[CH:5][CH:6]=1. (4) The product is: [CH2:42]([S:44][C:2]1[C:6]2[CH:7]=[N:8][C:9]([NH:11][C:12]([NH:14][C@@H:15]([C:17]3[CH:22]=[CH:21][CH:20]=[CH:19][CH:18]=3)[CH3:16])=[O:13])=[CH:10][C:5]=2[N:4]([C:23]([C:36]2[CH:41]=[CH:40][CH:39]=[CH:38][CH:37]=2)([C:30]2[CH:35]=[CH:34][CH:33]=[CH:32][CH:31]=2)[C:24]2[CH:29]=[CH:28][CH:27]=[CH:26][CH:25]=2)[N:3]=1)[CH3:43]. Given the reactants Br[C:2]1[C:6]2[CH:7]=[N:8][C:9]([NH:11][C:12]([NH:14][C@@H:15]([C:17]3[CH:22]=[CH:21][CH:20]=[CH:19][CH:18]=3)[CH3:16])=[O:13])=[CH:10][C:5]=2[N:4]([C:23]([C:36]2[CH:41]=[CH:40][CH:39]=[CH:38][CH:37]=2)([C:30]2[CH:35]=[CH:34][CH:33]=[CH:32][CH:31]=2)[C:24]2[CH:29]=[CH:28][CH:27]=[CH:26][CH:25]=2)[N:3]=1.[CH2:42]([S-:44])[CH3:43].[Na+].[O-2].[Al+3].[O-2].[O-2].[Al+3], predict the reaction product. (5) Given the reactants [S:1]1[C:10]2[C:9]3[CH:11]=[CH:12][CH:13]=[CH:14][C:8]=3[O:7][CH2:6][CH2:5][C:4]=2[N:3]=[C:2]1[C:15]([OH:17])=O.C(Cl)(=O)C(Cl)=O.[Cl:24][C:25]1[CH:32]=[CH:31][CH:30]=[CH:29][C:26]=1[NH:27][CH3:28], predict the reaction product. The product is: [Cl:24][C:25]1[CH:32]=[CH:31][CH:30]=[CH:29][C:26]=1[N:27]([CH3:28])[C:15]([C:2]1[S:1][C:10]2[C:9]3[CH:11]=[CH:12][CH:13]=[CH:14][C:8]=3[O:7][CH2:6][CH2:5][C:4]=2[N:3]=1)=[O:17]. (6) Given the reactants [Cl:1][C:2]1[C:3]([F:23])=[C:4]([C:16]([O:18]C(C)(C)C)=[O:17])[N:5]([CH2:8][O:9][CH2:10][CH2:11][Si:12]([CH3:15])([CH3:14])[CH3:13])[C:6]=1[CH3:7], predict the reaction product. The product is: [Cl:1][C:2]1[C:3]([F:23])=[C:4]([C:16]([OH:18])=[O:17])[N:5]([CH2:8][O:9][CH2:10][CH2:11][Si:12]([CH3:14])([CH3:15])[CH3:13])[C:6]=1[CH3:7]. (7) Given the reactants Cl.[NH2:2][CH2:3][C:4]1[CH:5]=[C:6]2[C:10](=[CH:11][CH:12]=1)[C:9](=[O:13])[N:8]([CH:14]1[CH2:19][CH2:18][C:17](=[O:20])[NH:16][C:15]1=[O:21])[CH2:7]2.[F:22][C:23]1[CH:28]=[C:27]([F:29])[CH:26]=[CH:25][C:24]=1[C:30]([F:35])([F:34])[C:31](O)=[O:32].C(N(C(C)C)CC)(C)C.F[P-](F)(F)(F)(F)F.CN(C(N(C)C)=[N+]1C2C(=NC=CC=2)[N+]([O-])=N1)C, predict the reaction product. The product is: [F:22][C:23]1[CH:28]=[C:27]([F:29])[CH:26]=[CH:25][C:24]=1[C:30]([F:35])([F:34])[C:31]([NH:2][CH2:3][C:4]1[CH:5]=[C:6]2[C:10](=[CH:11][CH:12]=1)[C:9](=[O:13])[N:8]([CH:14]1[CH2:19][CH2:18][C:17](=[O:20])[NH:16][C:15]1=[O:21])[CH2:7]2)=[O:32]. (8) The product is: [F:24][C:25]1[CH:30]=[C:29]([F:31])[CH:28]=[CH:27][C:26]=1[S:32]([NH:1][C:2]1[CH:7]=[C:6]([C:8]2[S:12][C:11]([C:13]3[CH:14]=[C:15]4[C:19](=[CH:20][CH:21]=3)[C:18](=[O:22])[N:17]([CH3:23])[CH2:16]4)=[CH:10][CH:9]=2)[CH:5]=[CH:4][N:3]=1)(=[O:34])=[O:33]. Given the reactants [NH2:1][C:2]1[CH:7]=[C:6]([C:8]2[S:12][C:11]([C:13]3[CH:14]=[C:15]4[C:19](=[CH:20][CH:21]=3)[C:18](=[O:22])[N:17]([CH3:23])[CH2:16]4)=[CH:10][CH:9]=2)[CH:5]=[CH:4][N:3]=1.[F:24][C:25]1[CH:30]=[C:29]([F:31])[CH:28]=[CH:27][C:26]=1[S:32](Cl)(=[O:34])=[O:33], predict the reaction product.